The task is: Predict the reaction yield, written as a fraction of the theoretical maximum amount of product (1.0 means a 100% yield; for example, 0.34 means a 34% yield).. This data is from Reaction yield outcomes from USPTO patents with 853,638 reactions. (1) The reactants are Cl.[Cl:2][C:3]1[C:4]([CH2:9][NH2:10])=[N:5][CH:6]=[CH:7][N:8]=1.[CH:11](OC)(OC)[O:12]C. No catalyst specified. The product is [Cl:2][C:3]1[C:4]([CH2:9][NH:10][CH:11]=[O:12])=[N:5][CH:6]=[CH:7][N:8]=1. The yield is 0.884. (2) The reactants are [CH3:1][C:2]1[CH:7]=[CH:6][C:5]([NH:8][C:9]2[S:10][CH:11]=[CH:12][N:13]=2)=[CH:4][C:3]=1[OH:14].C([O-])([O-])=O.[Cs+].[Cs+].Br[CH2:22][C:23]1[S:24][CH:25]=[CH:26][N:27]=1. The product is [CH3:1][C:2]1[CH:7]=[CH:6][C:5]([NH:8][C:9]2[S:10][CH:11]=[CH:12][N:13]=2)=[CH:4][C:3]=1[O:14][CH2:22][C:23]1[S:24][CH:25]=[CH:26][N:27]=1. The catalyst is CC(C)=O. The yield is 0.510. (3) The reactants are [C:1]([C:4]1[CH:9]=[CH:8][C:7]([C:10]2[N:11]=[C:12]([N:16]3[CH2:21][CH2:20][N:19]([C:22](O)=O)[CH2:18][CH2:17]3)[S:13][C:14]=2[CH3:15])=[CH:6][CH:5]=1)([OH:3])=[O:2].CC(O)=O.C(O[Na])(C)=O.C=O.[BH3-]C#N.[Na+]. The catalyst is Cl.O1CCOCC1. The product is [CH3:15][C:14]1[S:13][C:12]([N:16]2[CH2:17][CH2:18][N:19]([CH3:22])[CH2:20][CH2:21]2)=[N:11][C:10]=1[C:7]1[CH:8]=[CH:9][C:4]([C:1]([OH:3])=[O:2])=[CH:5][CH:6]=1. The yield is 0.950. (4) The reactants are [CH3:1][C:2]1[O:6][N:5]=[C:4]([C:7]2[CH:12]=[CH:11][CH:10]=[CH:9][CH:8]=2)[C:3]=1[CH2:13][O:14][C:15]1[CH:23]=[CH:22][C:18]([C:19]([OH:21])=O)=[CH:17][N:16]=1.[NH:24]1[CH2:29][CH2:28][CH2:27][CH2:26][CH2:25]1. No catalyst specified. The product is [CH3:1][C:2]1[O:6][N:5]=[C:4]([C:7]2[CH:8]=[CH:9][CH:10]=[CH:11][CH:12]=2)[C:3]=1[CH2:13][O:14][C:15]1[N:16]=[CH:17][C:18]([C:19]([N:24]2[CH2:29][CH2:28][CH2:27][CH2:26][CH2:25]2)=[O:21])=[CH:22][CH:23]=1. The yield is 0.750. (5) The reactants are C(OC(=O)[NH:7][CH:8]([C:28](=[O:32])[N:29]([CH3:31])[CH3:30])[C:9]1[CH:14]=[CH:13][C:12]([O:15][C:16]2[CH:21]=[CH:20][C:19]([CH2:22][CH2:23][C:24](=[O:27])[NH:25][OH:26])=[CH:18][CH:17]=2)=[CH:11][CH:10]=1)(C)(C)C.C(Cl)[Cl:35]. No catalyst specified. The product is [ClH:35].[NH2:7][CH:8]([C:28](=[O:32])[N:29]([CH3:30])[CH3:31])[C:9]1[CH:10]=[CH:11][C:12]([O:15][C:16]2[CH:17]=[CH:18][C:19]([CH2:22][CH2:23][C:24]([NH:25][OH:26])=[O:27])=[CH:20][CH:21]=2)=[CH:13][CH:14]=1. The yield is 0.920. (6) The reactants are [F:1][C:2]([F:34])([F:33])[C:3]1[CH:8]=[CH:7][C:6](/[CH:9]=[CH:10]/[C:11]2[O:12][CH:13]=[C:14]([CH2:16][O:17][C:18]3[CH:23]=[CH:22][C:21]([CH2:24][CH2:25][CH2:26][CH2:27][N:28]4[CH:32]=[CH:31][N:30]=[N:29]4)=[CH:20][CH:19]=3)[N:15]=2)=[CH:5][CH:4]=1.[ClH:35]. The catalyst is O1CCCC1. The product is [ClH:35].[F:34][C:2]([F:1])([F:33])[C:3]1[CH:4]=[CH:5][C:6](/[CH:9]=[CH:10]/[C:11]2[O:12][CH:13]=[C:14]([CH2:16][O:17][C:18]3[CH:23]=[CH:22][C:21]([CH2:24][CH2:25][CH2:26][CH2:27][N:28]4[CH:32]=[CH:31][N:30]=[N:29]4)=[CH:20][CH:19]=3)[N:15]=2)=[CH:7][CH:8]=1. The yield is 0.670. (7) The yield is 0.730. The reactants are [I-].[Na+].[C:3]1([CH:9]2[CH2:14][CH2:13][C:12](=[O:15])[CH2:11][CH2:10]2)[CH:8]=[CH:7][CH:6]=[CH:5][CH:4]=1.C(N(CC)CC)C.[CH3:23][Si:24]([CH3:27])([CH3:26])Cl. The product is [CH3:23][Si:24]([CH3:27])([CH3:26])[O:15][C:12]1[CH2:13][CH2:14][CH:9]([C:3]2[CH:8]=[CH:7][CH:6]=[CH:5][CH:4]=2)[CH2:10][CH:11]=1. The catalyst is C(#N)C.CCCCCC.CCCCC.